This data is from Forward reaction prediction with 1.9M reactions from USPTO patents (1976-2016). The task is: Predict the product of the given reaction. (1) Given the reactants [C:1]([O:5][C:6]([N:8]1[CH2:16][CH2:15][CH:11]([C:12]([OH:14])=O)[CH2:10][CH2:9]1)=[O:7])([CH3:4])([CH3:3])[CH3:2].CCN=C=NCCCN(C)C.[N:28]1[CH:33]=[CH:32][C:31]([CH2:34][CH2:35][CH2:36][SH:37])=[CH:30][CH:29]=1, predict the reaction product. The product is: [C:1]([O:5][C:6]([N:8]1[CH2:9][CH2:10][CH:11]([C:12]([S:37][CH2:36][CH2:35][CH2:34][C:31]2[CH:32]=[CH:33][N:28]=[CH:29][CH:30]=2)=[O:14])[CH2:15][CH2:16]1)=[O:7])([CH3:2])([CH3:3])[CH3:4]. (2) Given the reactants [C:1]([O:5][C:6]([NH:8][CH:9]([CH2:13][C:14]1[C:19]([CH3:20])=[CH:18][C:17]([OH:21])=[CH:16][C:15]=1[CH3:22])[C:10]([OH:12])=O)=[O:7])([CH3:4])([CH3:3])[CH3:2].[CH:23]([NH:26][CH:27]([C:29]1[NH:30][CH:31]=[C:32]([C:34]2[CH:39]=[CH:38][CH:37]=[CH:36][CH:35]=2)[N:33]=1)[CH3:28])([CH3:25])[CH3:24].ON1C2C=CC=CC=2N=N1.Cl.CN(C)CCCN=C=NCC, predict the reaction product. The product is: [C:1]([O:5][C:6](=[O:7])[NH:8][CH:9]([C:10](=[O:12])[N:26]([CH:23]([CH3:25])[CH3:24])[CH:27]([C:29]1[NH:30][CH:31]=[C:32]([C:34]2[CH:39]=[CH:38][CH:37]=[CH:36][CH:35]=2)[N:33]=1)[CH3:28])[CH2:13][C:14]1[C:19]([CH3:20])=[CH:18][C:17]([OH:21])=[CH:16][C:15]=1[CH3:22])([CH3:2])([CH3:3])[CH3:4]. (3) Given the reactants [O:1]1[CH2:6][CH2:5][CH2:4][O:3][CH:2]1[C:7]1[CH:12]=[CH:11][C:10]([C:13]2[S:14][C:15]3[C:20]([N:21]=2)=[CH:19][CH:18]=[C:17]([CH:22]([C:26]2[CH:31]=[CH:30][CH:29]=[CH:28][CH:27]=2)[CH2:23][CH:24]=[CH2:25])[N:16]=3)=[C:9]([F:32])[CH:8]=1.C[Si]([N-][Si](C)(C)C)(C)C.[Na+].O1C[CH2:46][CH2:45][CH2:44]1.C(I)C=C, predict the reaction product. The product is: [O:3]1[CH2:4][CH2:5][CH2:6][O:1][CH:2]1[C:7]1[CH:12]=[CH:11][C:10]([C:13]2[S:14][C:15]3[C:20]([N:21]=2)=[CH:19][CH:18]=[C:17]([C:22]([C:26]2[CH:27]=[CH:28][CH:29]=[CH:30][CH:31]=2)([CH2:46][CH:45]=[CH2:44])[CH2:23][CH:24]=[CH2:25])[N:16]=3)=[C:9]([F:32])[CH:8]=1. (4) Given the reactants [Cl:1][C:2]1[C:7]2[N:8]=[C:9]([N:11]3[C:15](=[O:16])[C:14](=[CH:17][N:18](C)C)[C:13]([C:21]4[CH:26]=[CH:25][CH:24]=[CH:23][CH:22]=4)=[N:12]3)[S:10][C:6]=2[CH:5]=[CH:4][CH:3]=1, predict the reaction product. The product is: [NH2:18][CH:17]=[C:14]1[C:13]([C:21]2[CH:22]=[CH:23][CH:24]=[CH:25][CH:26]=2)=[N:12][N:11]([C:9]2[S:10][C:6]3[CH:5]=[CH:4][CH:3]=[C:2]([Cl:1])[C:7]=3[N:8]=2)[C:15]1=[O:16]. (5) Given the reactants [CH3:1][O:2][C:3](=[O:19])[CH:4]([NH:9][C:10]1[CH:15]=[CH:14][C:13]([N+:16]([O-])=O)=[CH:12][CH:11]=1)[CH2:5][CH2:6][S:7][CH3:8].C1(N)C(F)=C(F)C(F)=C(N)C=1F.[ClH:32].Cl, predict the reaction product. The product is: [ClH:32].[ClH:32].[CH3:1][O:2][C:3](=[O:19])[CH:4]([NH:9][C:10]1[CH:11]=[CH:12][C:13]([NH2:16])=[CH:14][CH:15]=1)[CH2:5][CH2:6][S:7][CH3:8]. (6) Given the reactants [O:1]([CH2:5][CH3:6])[C:2]([S-:4])=S.[K+].[NH2:8][C:9]1C=C[C:12]([O:15][CH3:16])=[CH:11][C:10]=1O, predict the reaction product. The product is: [SH:4][C:2]1[O:1][C:5]2[CH:6]=[C:12]([O:15][CH3:16])[CH:11]=[CH:10][C:9]=2[N:8]=1. (7) The product is: [I:26][C:23]1[CH:22]=[CH:21][C:20]([CH2:19][CH2:18][CH:17]([O:27][CH2:28][C:29]2[CH:34]=[CH:33][C:32]([O:35][CH3:36])=[CH:31][CH:30]=2)[CH:9]([CH2:8][CH2:7][O:6][S:2]([CH3:1])(=[O:4])=[O:3])[C:10]([O:12][C:13]([CH3:15])([CH3:14])[CH3:16])=[O:11])=[CH:25][CH:24]=1. Given the reactants [CH3:1][S:2](Cl)(=[O:4])=[O:3].[OH:6][CH2:7][CH2:8][CH:9]([CH:17]([O:27][CH2:28][C:29]1[CH:34]=[CH:33][C:32]([O:35][CH3:36])=[CH:31][CH:30]=1)[CH2:18][CH2:19][C:20]1[CH:25]=[CH:24][C:23]([I:26])=[CH:22][CH:21]=1)[C:10]([O:12][C:13]([CH3:16])([CH3:15])[CH3:14])=[O:11].C(N(CC)CC)C, predict the reaction product. (8) The product is: [F:20][C:18]1[CH:17]=[C:4]([CH:3]=[C:2]([F:1])[CH:19]=1)[C:5]([O:7][C:8]12[CH2:14][C:11](/[CH:45]=[CH:24]/[C:23]([O:22][CH3:21])=[O:44])([CH2:10][CH2:9]1)[CH2:12][CH2:13]2)=[O:6]. Given the reactants [F:1][C:2]1[CH:3]=[C:4]([CH:17]=[C:18]([F:20])[CH:19]=1)[C:5]([O:7][C:8]12[CH2:14][C:11](C=O)([CH2:12][CH2:13]1)[CH2:10][CH2:9]2)=[O:6].[CH3:21][O:22][C:23](=[O:44])[CH:24]=P(C1C=CC=CC=1)(C1C=CC=CC=1)C1C=CC=CC=1.[CH2:45]1COCC1, predict the reaction product.